From a dataset of Catalyst prediction with 721,799 reactions and 888 catalyst types from USPTO. Predict which catalyst facilitates the given reaction. (1) The catalyst class is: 2. Product: [Br:11][C:6]1[CH:5]=[C:4]([CH3:9])[C:3]([OH:10])=[C:2]([CH3:1])[C:7]=1[CH3:8]. Reactant: [CH3:1][C:2]1[C:7]([CH3:8])=[CH:6][CH:5]=[C:4]([CH3:9])[C:3]=1[OH:10].[Br:11]Br.S([O-])([O-])=O.[Na+].[Na+]. (2) Reactant: C([O:8][C:9]1[CH:14]=[CH:13][C:12]([CH2:15][NH:16][CH2:17][CH2:18][C:19]([O:21][CH3:22])=[O:20])=[CH:11][CH:10]=1)C1C=CC=CC=1. Product: [OH:8][C:9]1[CH:10]=[CH:11][C:12]([CH2:15][NH:16][CH2:17][CH2:18][C:19]([O:21][CH3:22])=[O:20])=[CH:13][CH:14]=1. The catalyst class is: 178. (3) Reactant: [CH:1]1[C:6]([NH2:7])=[CH:5][CH:4]=[C:3]([OH:8])[CH:2]=1.[CH3:9][CH2:10][O:11][C:12]([CH3:14])=[O:13].CN(C)[CH:17]=[O:18]. Product: [C:12]([O:11][C:10]1[CH:3]=[CH:2][C:1]([C:17]([NH:7][C:6]2[CH:5]=[CH:4][C:3]([OH:8])=[CH:2][CH:1]=2)=[O:18])=[CH:6][CH:9]=1)(=[O:13])[CH3:14]. The catalyst class is: 277. (4) Reactant: Cl[C:2]1[N:24]=[CH:23][C:22]([CH2:25][CH3:26])=[CH:21][C:3]=1[C:4]([NH:6][C:7](=[NH:20])[CH2:8][O:9][CH2:10][CH2:11][C:12]1[CH:17]=[CH:16][C:15]([F:18])=[C:14]([Cl:19])[CH:13]=1)=[O:5].CC([O-])(C)C.[K+]. Product: [Cl:19][C:14]1[CH:13]=[C:12]([CH2:11][CH2:10][O:9][CH2:8][C:7]2[NH:6][C:4](=[O:5])[C:3]3[CH:21]=[C:22]([CH2:25][CH3:26])[CH:23]=[N:24][C:2]=3[N:20]=2)[CH:17]=[CH:16][C:15]=1[F:18]. The catalyst class is: 16. (5) Reactant: [C:1]([O:5][C:6]([N:8]1[CH2:13][CH2:12][CH:11]([OH:14])[CH2:10][CH2:9]1)=[O:7])([CH3:4])([CH3:3])[CH3:2].[H-].[Na+].[CH:17]1([N:21]([C:32]2[CH:37]=[CH:36][CH:35]=[C:34]([F:38])[CH:33]=2)[S:22]([C:25]2[CH:30]=[CH:29][C:28](F)=[CH:27][CH:26]=2)(=[O:24])=[O:23])[CH2:20][CH2:19][CH2:18]1.O. Product: [C:1]([O:5][C:6]([N:8]1[CH2:13][CH2:12][CH:11]([O:14][C:28]2[CH:29]=[CH:30][C:25]([S:22](=[O:23])(=[O:24])[N:21]([CH:17]3[CH2:18][CH2:19][CH2:20]3)[C:32]3[CH:37]=[CH:36][CH:35]=[C:34]([F:38])[CH:33]=3)=[CH:26][CH:27]=2)[CH2:10][CH2:9]1)=[O:7])([CH3:4])([CH3:2])[CH3:3]. The catalyst class is: 1.